From a dataset of Catalyst prediction with 721,799 reactions and 888 catalyst types from USPTO. Predict which catalyst facilitates the given reaction. (1) Reactant: [Cl:1][C:2]1[CH:7]=[CH:6][C:5]([NH:8][C:9]([NH:11][CH:12]2[CH2:17][CH2:16][CH2:15][CH2:14][CH2:13]2)=[O:10])=[CH:4][C:3]=1[C:18]1[CH:23]=[CH:22][C:21]([C:24](O)=[O:25])=[CH:20][CH:19]=1.[CH2:27]([S:30]([N:33]1[CH2:38][CH2:37][N:36]([CH2:39][C:40]2[CH:45]=[CH:44][C:43]([NH2:46])=[CH:42][CH:41]=2)[CH2:35][CH2:34]1)(=[O:32])=[O:31])[CH2:28][CH3:29].CN(C(ON1N=NC2C=CC=CC1=2)=[N+](C)C)C.F[P-](F)(F)(F)(F)F.CN1CCOCC1. Product: [CH2:27]([S:30]([N:33]1[CH2:38][CH2:37][N:36]([CH2:39][C:40]2[CH:41]=[CH:42][C:43]([NH:46][C:24]([C:21]3[CH:22]=[CH:23][C:18]([C:3]4[CH:4]=[C:5]([NH:8][C:9]([NH:11][CH:12]5[CH2:13][CH2:14][CH2:15][CH2:16][CH2:17]5)=[O:10])[CH:6]=[CH:7][C:2]=4[Cl:1])=[CH:19][CH:20]=3)=[O:25])=[CH:44][CH:45]=2)[CH2:35][CH2:34]1)(=[O:31])=[O:32])[CH2:28][CH3:29]. The catalyst class is: 3. (2) Reactant: Cl.[CH2:2]([O:9][C:10](=[O:16])[C@H:11]1[CH2:15][CH2:14][CH2:13][NH:12]1)[C:3]1[CH:8]=[CH:7][CH:6]=[CH:5][CH:4]=1.[C:17]1([C:26]([OH:28])=O)[CH:22]=[CH:21][CH:20]=[C:19]([C:23]([OH:25])=O)[CH:18]=1. Product: [CH2:2]([O:9][C:10]([C@H:11]1[CH2:15][CH2:14][CH2:13][N:12]1[C:23](=[O:25])[C:19]1[CH:20]=[CH:21][CH:22]=[C:17]([C:26]([N:12]2[CH2:13][CH2:14][CH2:15][C@@H:11]2[C:10]([O:9][CH2:2][C:3]2[CH:8]=[CH:7][CH:6]=[CH:5][CH:4]=2)=[O:16])=[O:28])[CH:18]=1)=[O:16])[C:3]1[CH:4]=[CH:5][CH:6]=[CH:7][CH:8]=1. The catalyst class is: 25. (3) Reactant: [CH2:1]([O:8][C:9]1[CH:14]=[CH:13][C:12]([O:15][C:16]([F:19])([F:18])[F:17])=[CH:11][C:10]=1[CH2:20]O)[C:2]1[CH:7]=[CH:6][CH:5]=[CH:4][CH:3]=1.S(Cl)([Cl:24])=O. Product: [CH2:1]([O:8][C:9]1[CH:14]=[CH:13][C:12]([O:15][C:16]([F:19])([F:18])[F:17])=[CH:11][C:10]=1[CH2:20][Cl:24])[C:2]1[CH:7]=[CH:6][CH:5]=[CH:4][CH:3]=1. The catalyst class is: 2. (4) Reactant: O[CH:2]([C:5]1[C:13]2[O:12][CH2:11][CH:10]([C:14]3[CH:19]=[CH:18][C:17]([CH:20]([CH3:22])[CH3:21])=[CH:16][CH:15]=3)[C:9]=2[C:8]([CH3:23])=[C:7]([NH:24][C:25](=[O:31])[CH2:26][C:27]([CH3:30])([CH3:29])[CH3:28])[C:6]=1[CH3:32])[CH2:3][OH:4]. Product: [OH:4][CH2:3][CH2:2][C:5]1[C:13]2[O:12][CH2:11][CH:10]([C:14]3[CH:19]=[CH:18][C:17]([CH:20]([CH3:21])[CH3:22])=[CH:16][CH:15]=3)[C:9]=2[C:8]([CH3:23])=[C:7]([NH:24][C:25](=[O:31])[CH2:26][C:27]([CH3:30])([CH3:29])[CH3:28])[C:6]=1[CH3:32]. The catalyst class is: 261. (5) Reactant: [CH3:1][S:2]([C:5]1[CH:35]=[CH:34][C:8]([CH2:9][NH:10][C:11]([C:13]2[C:18](=[O:19])[N:17]([C:20]3[CH:25]=[CH:24][CH:23]=[C:22]([C:26]([F:29])([F:28])[F:27])[CH:21]=3)[C:16]([CH3:30])=[C:15]([C:31]([OH:33])=O)[CH:14]=2)=[O:12])=[CH:7][CH:6]=1)(=[O:4])=[O:3].C(N(CC)CC)C.C1(P([N:57]=[N+:58]=[N-:59])(C2C=CC=CC=2)=O)C=CC=CC=1. The catalyst class is: 2. Product: [CH3:1][S:2]([C:5]1[CH:6]=[CH:7][C:8]([CH2:9][NH:10][C:11]([C:13]2[C:18](=[O:19])[N:17]([C:20]3[CH:25]=[CH:24][CH:23]=[C:22]([C:26]([F:27])([F:28])[F:29])[CH:21]=3)[C:16]([CH3:30])=[C:15]([C:31]([N:57]=[N+:58]=[N-:59])=[O:33])[CH:14]=2)=[O:12])=[CH:34][CH:35]=1)(=[O:4])=[O:3]. (6) Reactant: C[O:2][C:3]([C:5]1[S:25][C:8]2[N:9]=[CH:10][N:11]=[C:12]([NH:13][C:14]3[C:15]([O:20][CH2:21][CH:22]([F:24])[CH3:23])=[N:16][CH:17]=[CH:18][CH:19]=3)[C:7]=2[C:6]=1[CH3:26])=[O:4].[OH-].[Li+].Cl. Product: [F:24][CH:22]([CH3:23])[CH2:21][O:20][C:15]1[C:14]([NH:13][C:12]2[C:7]3[C:6]([CH3:26])=[C:5]([C:3]([OH:4])=[O:2])[S:25][C:8]=3[N:9]=[CH:10][N:11]=2)=[CH:19][CH:18]=[CH:17][N:16]=1. The catalyst class is: 1. (7) Reactant: O1CCOCC1.[CH:7]([C:9]1[CH:14]=[CH:13][C:12](B(O)O)=[CH:11][CH:10]=1)=[O:8].Br[C:19]1[CH:24]=[CH:23][CH:22]=[C:21]([N+:25]([O-:27])=[O:26])[C:20]=1[O:28][CH3:29].C(=O)([O-])[O-].[Na+].[Na+]. Product: [N+:25]([C:21]1[C:20]([O:28][CH3:29])=[C:19]([C:12]2[CH:13]=[CH:14][C:9]([CH:7]=[O:8])=[CH:10][CH:11]=2)[CH:24]=[CH:23][CH:22]=1)([O-:27])=[O:26]. The catalyst class is: 103.